This data is from Reaction yield outcomes from USPTO patents with 853,638 reactions. The task is: Predict the reaction yield, written as a fraction of the theoretical maximum amount of product (1.0 means a 100% yield; for example, 0.34 means a 34% yield). The reactants are [CH3:1][O:2][C:3](=[O:13])[CH2:4][O:5][C:6]1[CH:11]=[CH:10][C:9]([NH2:12])=[CH:8][CH:7]=1.[CH2:14]([O:21][CH2:22][C:23](O)=[O:24])[C:15]1[CH:20]=[CH:19][CH:18]=[CH:17][CH:16]=1.C1(N=C=NC2CCCCC2)CCCCC1. The catalyst is ClCCl. The product is [CH3:1][O:2][C:3](=[O:13])[CH2:4][O:5][C:6]1[CH:11]=[CH:10][C:9]([NH:12][C:23](=[O:24])[CH2:22][O:21][CH2:14][C:15]2[CH:20]=[CH:19][CH:18]=[CH:17][CH:16]=2)=[CH:8][CH:7]=1. The yield is 0.689.